This data is from Full USPTO retrosynthesis dataset with 1.9M reactions from patents (1976-2016). The task is: Predict the reactants needed to synthesize the given product. Given the product [C:25]([OH:32])(=[O:31])/[CH:26]=[CH:27]/[C:28]([OH:30])=[O:29].[NH2:1][CH2:2][C:3]1[C:4]([CH2:20][C:21]([CH3:24])([CH3:23])[CH3:22])=[N:5][C:6]([CH3:19])=[C:7]([C:11]=1[C:12]1[CH:17]=[CH:16][C:15]([CH3:18])=[CH:14][CH:13]=1)[C:8]([OH:10])=[O:9].[NH2:1][CH2:2][C:3]1[C:4]([CH2:20][C:21]([CH3:24])([CH3:23])[CH3:22])=[N:5][C:6]([CH3:19])=[C:7]([C:11]=1[C:12]1[CH:17]=[CH:16][C:15]([CH3:18])=[CH:14][CH:13]=1)[C:8]([OH:10])=[O:9], predict the reactants needed to synthesize it. The reactants are: [NH2:1][CH2:2][C:3]1[C:4]([CH2:20][C:21]([CH3:24])([CH3:23])[CH3:22])=[N:5][C:6]([CH3:19])=[C:7]([C:11]=1[C:12]1[CH:17]=[CH:16][C:15]([CH3:18])=[CH:14][CH:13]=1)[C:8]([OH:10])=[O:9].[C:25]([OH:32])(=[O:31])/[CH:26]=[CH:27]/[C:28]([OH:30])=[O:29].